From a dataset of Forward reaction prediction with 1.9M reactions from USPTO patents (1976-2016). Predict the product of the given reaction. (1) The product is: [CH2:1]([O:3][C:4](=[O:24])[C:5]1[CH:10]=[CH:9][C:8]([CH3:11])=[C:7]([S:12][C:13]2[C:21]3[C:16](=[CH:17][C:18]([Cl:22])=[CH:19][CH:20]=3)[N:15]([C:26]3[CH:27]=[N:28][CH:29]=[CH:30][CH:31]=3)[C:14]=2[CH3:23])[CH:6]=1)[CH3:2]. Given the reactants [CH2:1]([O:3][C:4](=[O:24])[C:5]1[CH:10]=[CH:9][C:8]([CH3:11])=[C:7]([S:12][C:13]2[C:21]3[C:16](=[CH:17][C:18]([Cl:22])=[CH:19][CH:20]=3)[NH:15][C:14]=2[CH3:23])[CH:6]=1)[CH3:2].Br[C:26]1[CH:27]=[N:28][CH:29]=[CH:30][CH:31]=1, predict the reaction product. (2) Given the reactants [NH2:1][C:2]1[N:7]2[N:8]=[C:9]([CH3:11])[CH:10]=[C:6]2[N:5]=[CH:4][C:3]=1[CH:12]=O.[C:14]1([CH2:20][C:21](OC)=[O:22])[CH:19]=[CH:18][CH:17]=[CH:16][CH:15]=1.CC(C)([O-])C.[K+].C1(C)C=CC=CC=1, predict the reaction product. The product is: [CH3:11][C:9]1[CH:10]=[C:6]2[N:5]=[CH:4][C:3]3[CH:12]=[C:20]([C:14]4[CH:19]=[CH:18][CH:17]=[CH:16][CH:15]=4)[C:21](=[O:22])[NH:1][C:2]=3[N:7]2[N:8]=1. (3) Given the reactants Br[C:2]1[C:10]2[C:5](=[CH:6][CH:7]=[CH:8][CH:9]=2)[NH:4][C:3]=1[C:11]([O:13][CH2:14][CH3:15])=[O:12].[CH2:16]([O:23][C:24]1[CH:25]=[C:26]([CH2:35]O)[CH:27]=[C:28]([O:30][CH2:31][CH:32]2[CH2:34][CH2:33]2)[CH:29]=1)[C:17]1[CH:22]=[CH:21][CH:20]=[CH:19][CH:18]=1.CC(OC(/N=N/C(OC(C)C)=O)=O)C.C1C=CC(P(C2C=CC=CC=2)C2C=CC=CC=2)=CC=1.[C:70]([C:74]1[CH:79]=[CH:78][C:77](B(O)O)=[CH:76][CH:75]=1)([CH3:73])([CH3:72])[CH3:71].C([O-])(O)=O.[Na+], predict the reaction product. The product is: [CH2:16]([O:23][C:24]1[CH:25]=[C:26]([CH:27]=[C:28]([O:30][CH2:31][CH:32]2[CH2:33][CH2:34]2)[CH:29]=1)[CH2:35][N:4]1[C:5]2[C:10](=[CH:9][CH:8]=[CH:7][CH:6]=2)[C:2]([C:77]2[CH:78]=[CH:79][C:74]([C:70]([CH3:73])([CH3:72])[CH3:71])=[CH:75][CH:76]=2)=[C:3]1[C:11]([O:13][CH2:14][CH3:15])=[O:12])[C:17]1[CH:18]=[CH:19][CH:20]=[CH:21][CH:22]=1. (4) Given the reactants [Cl:1][C:2]1[CH:7]=[CH:6][C:5]([C:8]2([C:12](=O)[CH:13]=[N+:14]=[N-:15])[CH2:11][CH2:10][CH2:9]2)=[CH:4][CH:3]=1.NN1[N:27]=[C:26]([C:28]([F:31])([F:30])[F:29])[C:25]2[C:20](=[CH:21][CH:22]=[CH:23][CH:24]=2)[C:19]1=[O:32].C(N(CC)CC)C.CN(C=[O:44])C, predict the reaction product. The product is: [Cl:1][C:2]1[CH:7]=[CH:6][C:5]([C:8]2([CH2:12][C:13]([NH:14][N:15]3[N:27]=[C:26]([C:28]([F:31])([F:30])[F:29])[C:25]4[C:20](=[CH:21][CH:22]=[CH:23][CH:24]=4)[C:19]3=[O:32])=[O:44])[CH2:11][CH2:10][CH2:9]2)=[CH:4][CH:3]=1. (5) Given the reactants [Cl-:1].[Al+3].[Cl-].[Cl-].[H-].[Al+3].[Li+].[H-].[H-].[H-].[C:11]([CH:13]([C:19]1[C:28]2[C:23](=[CH:24][CH:25]=[C:26]([O:29][CH3:30])[CH:27]=2)[CH:22]=[CH:21][CH:20]=1)[CH2:14][C:15](OC)=[O:16])#[N:12].[OH-].[Na+], predict the reaction product. The product is: [ClH:1].[NH2:12][CH2:11][CH:13]([C:19]1[C:28]2[C:23](=[CH:24][CH:25]=[C:26]([O:29][CH3:30])[CH:27]=2)[CH:22]=[CH:21][CH:20]=1)[CH2:14][CH2:15][OH:16]. (6) Given the reactants [C:1]([O:4][CH2:5][C@H:6]([NH2:20])[C:7]1[CH:12]=[CH:11][C:10]([O:13][CH2:14][CH:15]([CH3:19])[CH2:16][CH2:17][CH3:18])=[CH:9][CH:8]=1)(=[O:3])[CH3:2].Cl.[C:22]1([C@H:28]([CH3:32])[C:29](O)=[O:30])[CH:27]=[CH:26][CH:25]=[CH:24][CH:23]=1.C(N(CC)C(C)C)(C)C.CN(C(ON1N=NC2C=CC=NC1=2)=[N+](C)C)C.F[P-](F)(F)(F)(F)F, predict the reaction product. The product is: [C:1]([O:4][CH2:5][C@@H:6]([C:7]1[CH:8]=[CH:9][C:10]([O:13][CH2:14][CH:15]([CH3:19])[CH2:16][CH2:17][CH3:18])=[CH:11][CH:12]=1)[NH:20][C:29](=[O:30])[C@H:28]([C:22]1[CH:27]=[CH:26][CH:25]=[CH:24][CH:23]=1)[CH3:32])(=[O:3])[CH3:2].